From a dataset of Catalyst prediction with 721,799 reactions and 888 catalyst types from USPTO. Predict which catalyst facilitates the given reaction. (1) Reactant: [CH2:1]([NH:3][C:4]1[C:9]2[C:10](I)=[N:11][N:12](CC3C=CC(OC)=CC=3)[C:8]=2[CH:7]=[CH:6][N:5]=1)[CH3:2].Cl[C:24]1[C:29]2C(I)=NN(CC3C=CC(OC)=CC=3)[C:28]=2[CH:27]=[CH:26][N:25]=1.C(N)C. The catalyst class is: 5. Product: [CH2:1]([NH:3][C:4]1[C:9]2[C:10]([C:24]3[CH:29]=[CH:28][CH:27]=[CH:26][N:25]=3)=[N:11][NH:12][C:8]=2[CH:7]=[CH:6][N:5]=1)[CH3:2]. (2) Reactant: [Br:1][C:2]1[CH:3]=[C:4]([CH:8]=[CH:9][C:10]=1[CH2:11]Br)[C:5]([OH:7])=[O:6].Cl.[OH2:14]. Product: [Br:1][C:2]1[CH:3]=[C:4]([CH:8]=[CH:9][C:10]=1[CH2:11][OH:14])[C:5]([OH:7])=[O:6]. The catalyst class is: 25.